Dataset: Full USPTO retrosynthesis dataset with 1.9M reactions from patents (1976-2016). Task: Predict the reactants needed to synthesize the given product. Given the product [O:19]1[CH2:18][CH2:17][N:16]([C:4]2[C:5]3[N:6]([CH:8]=[C:9]([C:11]([O:13][CH2:14][CH3:15])=[O:12])[N:10]=3)[N:7]=[CH:2][CH:3]=2)[CH2:21][CH2:20]1, predict the reactants needed to synthesize it. The reactants are: Cl[C:2]1[CH:3]=[C:4]([N:16]2[CH2:21][CH2:20][O:19][CH2:18][CH2:17]2)[C:5]2[N:6]([CH:8]=[C:9]([C:11]([O:13][CH2:14][CH3:15])=[O:12])[N:10]=2)[N:7]=1.CO.C([O-])=O.[NH4+].